Predict the reactants needed to synthesize the given product. From a dataset of Retrosynthesis with 50K atom-mapped reactions and 10 reaction types from USPTO. (1) Given the product CCn1c(=O)c(-c2ccc(S(=O)(=O)C3CC3)cc2)cc2cnc(NCCC3CCN(C)CC3)nc21, predict the reactants needed to synthesize it. The reactants are: CCn1c(=O)c(Br)cc2cnc(NCCC3CCN(C)CC3)nc21.O=S(=O)(c1ccc(B(O)O)cc1)C1CC1. (2) Given the product Cc1c(C(=O)O)oc2cccc(-c3ccoc3)c12, predict the reactants needed to synthesize it. The reactants are: Cc1c(C(=O)OC(C)(C)C)oc2cccc(-c3ccoc3)c12. (3) Given the product CCOC(=O)c1cn([C@H](CO[Si](C)(C)C(C)(C)C)C(C)C)c2nc(OC)c(COc3c(F)cc(F)cc3F)cc2c1=O, predict the reactants needed to synthesize it. The reactants are: CCOC(=O)c1cn([C@H](CO[Si](C)(C)C(C)(C)C)C(C)C)c2nc(OC)c(CBr)cc2c1=O.Oc1c(F)cc(F)cc1F. (4) Given the product C#CCCn1ccnc1, predict the reactants needed to synthesize it. The reactants are: C#CCCBr.c1c[nH]cn1.